This data is from Catalyst prediction with 721,799 reactions and 888 catalyst types from USPTO. The task is: Predict which catalyst facilitates the given reaction. (1) Reactant: [OH:1][C:2]1[CH:11]=[C:10]([C:12]([OH:14])=O)[C:9]2[C:4](=[CH:5][CH:6]=[CH:7][CH:8]=2)[N:3]=1.C1C=CC2N(O)N=NC=2C=1.C(N(CC)CC)C.C1CCC(N=C=NC2CCCCC2)CC1.[NH2:47][C@H:48]1[CH2:53][CH2:52][N:51]([C:54]([C:56]2[CH:61]=[C:60]([C:62]([F:65])([F:64])[F:63])[CH:59]=[C:58]([C:66]([F:69])([F:68])[F:67])[CH:57]=2)=[O:55])[C@H:50]([CH2:70][C:71]2[CH:76]=[CH:75][C:74]([Cl:77])=[CH:73][CH:72]=2)[CH2:49]1. Product: [F:69][C:66]([F:67])([F:68])[C:58]1[CH:57]=[C:56]([CH:61]=[C:60]([C:62]([F:63])([F:64])[F:65])[CH:59]=1)[C:54]([N:51]1[CH2:52][CH2:53][C@H:48]([NH:47][C:12]([C:10]2[C:9]3[C:4](=[CH:5][CH:6]=[CH:7][CH:8]=3)[N:3]=[C:2]([OH:1])[CH:11]=2)=[O:14])[CH2:49][C@H:50]1[CH2:70][C:71]1[CH:72]=[CH:73][C:74]([Cl:77])=[CH:75][CH:76]=1)=[O:55]. The catalyst class is: 168. (2) Product: [CH:47]1([N:44]2[CH2:43][CH2:42][CH:41]([NH:40][C:26]([C@H:23]3[CH2:24][CH2:25][C@@H:20]([N:14]4[C:13]5[C:7]6[S:6][C:5]([NH:4][C:1](=[O:3])[CH3:2])=[N:9][C:8]=6[CH2:10][CH2:11][C:12]=5[C:16]([CH:17]5[CH2:18][CH2:19]5)=[N:15]4)[CH2:21][CH2:22]3)=[O:28])[CH2:46][CH2:45]2)[CH2:51][CH2:50][CH2:49][CH2:48]1. The catalyst class is: 9. Reactant: [C:1]([NH:4][C:5]1[S:6][C:7]2[C:13]3[N:14]([C@@H:20]4[CH2:25][CH2:24][C@H:23]([C:26]([OH:28])=O)[CH2:22][CH2:21]4)[N:15]=[C:16]([CH:17]4[CH2:19][CH2:18]4)[C:12]=3[CH2:11][CH2:10][C:8]=2[N:9]=1)(=[O:3])[CH3:2].C(N(C(C)C)CC)(C)C.Cl.Cl.[NH2:40][CH:41]1[CH2:46][CH2:45][N:44]([CH:47]2[CH2:51][CH2:50][CH2:49][CH2:48]2)[CH2:43][CH2:42]1.